The task is: Predict the reaction yield, written as a fraction of the theoretical maximum amount of product (1.0 means a 100% yield; for example, 0.34 means a 34% yield).. This data is from Reaction yield outcomes from USPTO patents with 853,638 reactions. (1) The reactants are Br[C:2]1[C:3]([C:13]2[CH:18]=[CH:17][C:16]([CH3:19])=[CH:15][CH:14]=2)=[CH:4][C:5]2[O:9][C:8]([CH3:11])([CH3:10])[CH2:7][C:6]=2[CH:12]=1.[CH3:20][O:21][C:22]1[CH:27]=[CH:26][C:25]([N:28]2[CH2:33][CH2:32][NH:31][CH2:30][CH2:29]2)=[CH:24][CH:23]=1. No catalyst specified. The product is [CH3:10][C:8]1([CH3:11])[CH2:7][C:6]2[CH:12]=[C:2]([N:31]3[CH2:30][CH2:29][N:28]([C:25]4[CH:24]=[CH:23][C:22]([O:21][CH3:20])=[CH:27][CH:26]=4)[CH2:33][CH2:32]3)[C:3]([C:13]3[CH:18]=[CH:17][C:16]([CH3:19])=[CH:15][CH:14]=3)=[CH:4][C:5]=2[O:9]1. The yield is 0.160. (2) The reactants are Cl.[CH3:2][CH2:3][C:4]1[CH:5]=[CH:6][C:7]([CH2:10][CH2:11][O:12][C:13]2[CH:14]=[CH:15][C:16]([CH2:19][CH:20]3[S:26][C:24](=[O:25])[NH:23][C:21]3=[O:22])=[CH:17][CH:18]=2)=[N:8][CH:9]=1.C(=O)(O)[O-:28].[Na+].ClC1C=CC=C(C(OO)=O)C=1. The catalyst is CN(C)C=O.O.C(Cl)Cl. The product is [O:25]=[C:24]1[NH:23][C:21](=[O:22])[CH:20]([CH2:19][C:16]2[CH:17]=[CH:18][C:13]([O:12][CH2:11][CH2:10][C:7]3[CH:6]=[CH:5][C:4]([CH2:3][CH3:2])=[CH:9][N+:8]=3[O-:28])=[CH:14][CH:15]=2)[S:26]1. The yield is 0.462.